This data is from Reaction yield outcomes from USPTO patents with 853,638 reactions. The task is: Predict the reaction yield, written as a fraction of the theoretical maximum amount of product (1.0 means a 100% yield; for example, 0.34 means a 34% yield). (1) The reactants are C(O[C:4]([C:6]1[C:11](=[O:12])[N:10]([CH2:13][CH2:14][CH:15]([CH3:17])[CH3:16])[N:9]2[CH:18]=[C:19]([F:21])[CH:20]=[C:8]2[C:7]=1[OH:22])=O)C.[NH2:23][C:24]1[CH:29]=[CH:28][C:27]([I:30])=[CH:26][C:25]=1[S:31]([NH2:34])(=[O:33])=[O:32].N12CCCN=C1CCCCC2. The catalyst is N1C=CC=CC=1. The product is [F:21][C:19]1[CH:20]=[C:8]2[C:7]([OH:22])=[C:6]([C:4]3[NH:23][C:24]4[CH:29]=[CH:28][C:27]([I:30])=[CH:26][C:25]=4[S:31](=[O:33])(=[O:32])[N:34]=3)[C:11](=[O:12])[N:10]([CH2:13][CH2:14][CH:15]([CH3:16])[CH3:17])[N:9]2[CH:18]=1. The yield is 0.195. (2) The reactants are [NH2:1][C@@H:2]([CH2:33][C:34]1[CH:39]=[CH:38][CH:37]=[CH:36][CH:35]=1)[CH2:3][C@H:4]([OH:32])[C@@H:5]([NH:19][C:20]([C@@H:22]([NH:27][C:28](=[O:31])[O:29][CH3:30])[C:23]([CH3:26])([CH3:25])[CH3:24])=[O:21])[CH2:6][C:7]1[CH:12]=[CH:11][C:10]([C:13]2[CH:18]=[CH:17][CH:16]=[CH:15][N:14]=2)=[CH:9][CH:8]=1.[CH3:40][C@@H:41]([CH2:60][CH3:61])[C@H:42]([N:46]1[CH2:50][CH2:49][N:48]([CH2:51][C:52]2[CH:57]=[CH:56][CH:55]=[C:54]([CH3:58])[N:53]=2)[C:47]1=[O:59])[C:43](O)=[O:44].CCOP(ON1N=NC2C=CC=CC=2C1=O)(OCC)=O.C(N(CC)C(C)C)(C)C. The catalyst is C1COCC1. The product is [OH:32][C@@H:4]([CH2:3][C@@H:2]([NH:1][C:43](=[O:44])[C@@H:42]([N:46]1[CH2:50][CH2:49][N:48]([CH2:51][C:52]2[CH:57]=[CH:56][CH:55]=[C:54]([CH3:58])[N:53]=2)[C:47]1=[O:59])[CH:41]([CH3:40])[CH2:60][CH3:61])[CH2:33][C:34]1[CH:35]=[CH:36][CH:37]=[CH:38][CH:39]=1)[C@@H:5]([NH:19][C:20]([C@@H:22]([NH:27][C:28](=[O:31])[O:29][CH3:30])[C:23]([CH3:25])([CH3:26])[CH3:24])=[O:21])[CH2:6][C:7]1[CH:12]=[CH:11][C:10]([C:13]2[CH:18]=[CH:17][CH:16]=[CH:15][N:14]=2)=[CH:9][CH:8]=1. The yield is 0.540. (3) The reactants are [NH:1]1[C:6]2[CH:7]=[CH:8][S:9][C:5]=2[C:4](=[O:10])O[C:2]1=[O:11].[H-].[Na+].[F:14][C:15]1[CH:16]=[C:17]([CH:20]=[CH:21][CH:22]=1)[CH2:18]Br.[CH2:23](C(CC)(C([O-])=O)C([O-])=O)[CH3:24].[C:34](=[O:37])([O-])[O-:35].[K+].[K+].[CH3:40]N(C=O)C. The catalyst is O. The product is [CH2:23]([O:35][C:34]([C:40]1[C:2](=[O:11])[N:1]([CH2:18][C:17]2[CH:20]=[CH:21][CH:22]=[C:15]([F:14])[CH:16]=2)[C:6]2[CH:7]=[CH:8][S:9][C:5]=2[C:4]=1[OH:10])=[O:37])[CH3:24]. The yield is 0.730. (4) The reactants are Br[C:2]1[CH:7]=[CH:6][C:5]([N:8]([C:13]2[C:32]([CH:33]3[CH2:35][CH2:34]3)=[CH:31][C:16]3[C:17]([C:27]([NH:29][CH3:30])=[O:28])=[C:18]([C:20]4[CH:25]=[CH:24][C:23]([F:26])=[CH:22][CH:21]=4)[O:19][C:15]=3[CH:14]=2)[S:9]([CH3:12])(=[O:11])=[O:10])=[C:4]([F:36])[CH:3]=1.C([O-])(=O)C.[K+].[B:42]1([B:42]2[O:46][C:45]([CH3:48])([CH3:47])[C:44]([CH3:50])([CH3:49])[O:43]2)[O:46][C:45]([CH3:48])([CH3:47])[C:44]([CH3:50])([CH3:49])[O:43]1. The catalyst is O1CCOCC1.C1C=CC(P(C2C=CC=CC=2)[C-]2C=CC=C2)=CC=1.C1C=CC(P(C2C=CC=CC=2)[C-]2C=CC=C2)=CC=1.Cl[Pd]Cl.[Fe+2]. The product is [CH:33]1([C:32]2[C:13]([N:8]([C:5]3[CH:6]=[CH:7][C:2]([B:42]4[O:46][C:45]([CH3:48])([CH3:47])[C:44]([CH3:50])([CH3:49])[O:43]4)=[CH:3][C:4]=3[F:36])[S:9]([CH3:12])(=[O:11])=[O:10])=[CH:14][C:15]3[O:19][C:18]([C:20]4[CH:25]=[CH:24][C:23]([F:26])=[CH:22][CH:21]=4)=[C:17]([C:27]([NH:29][CH3:30])=[O:28])[C:16]=3[CH:31]=2)[CH2:34][CH2:35]1. The yield is 0.760. (5) The reactants are C[O:2][C:3]([C:5]1[CH:15]=[CH:14][C:8]2[O:9][C:10]([F:13])([F:12])[O:11][C:7]=2[CH:6]=1)=O.[H-].[Al+3].[Li+].[H-].[H-].[H-].O.[OH-].[Na+]. The catalyst is O1CCCC1. The product is [F:13][C:10]1([F:12])[O:9][C:8]2[CH:14]=[CH:15][C:5]([CH2:3][OH:2])=[CH:6][C:7]=2[O:11]1. The yield is 0.760. (6) The product is [C:1]([C:5]1[CH:10]=[CH:9][C:8]([NH2:11])=[CH:7][C:6]=1[OH:14])([CH3:4])([CH3:2])[CH3:3]. The yield is 0.870. The catalyst is CCO.[Pd]. The reactants are [C:1]([C:5]1[CH:10]=[CH:9][C:8]([N+:11]([O-])=O)=[CH:7][C:6]=1[OH:14])([CH3:4])([CH3:3])[CH3:2].C([O-])=O.[NH4+]. (7) The reactants are BrC1C(N2CCN(CC3C=NC=CC=3)CC2)=C2N=C(C3C=CC(CN)=CC=3)NC2=NC=1.[Br:32][C:33]1[C:34]([N:52]2[CH2:57][CH2:56][N:55]([CH2:58][C:59]3[CH:60]=[N:61][CH:62]=[CH:63][CH:64]=3)[CH2:54][CH2:53]2)=[C:35]2[N:41]=[C:40]([CH2:42][CH2:43][NH:44]C(=O)OC(C)(C)C)[NH:39][C:36]2=[N:37][CH:38]=1.C(O)(C(F)(F)F)=O. The catalyst is C(Cl)Cl. The product is [Br:32][C:33]1[C:34]([N:52]2[CH2:57][CH2:56][N:55]([CH2:58][C:59]3[CH:60]=[N:61][CH:62]=[CH:63][CH:64]=3)[CH2:54][CH2:53]2)=[C:35]2[N:41]=[C:40]([CH2:42][CH2:43][NH2:44])[NH:39][C:36]2=[N:37][CH:38]=1. The yield is 0.930. (8) The reactants are Cl[S:2]([OH:5])(=O)=[O:3].[CH2:6]([C:10]1[CH:15]=[CH:14][CH:13]=[CH:12][CH:11]=1)[CH:7]([CH3:9])[CH3:8].[C:16]([NH2:20])([CH3:19])([CH3:18])[CH3:17]. The catalyst is C1(C)C=CC=CC=1. The product is [C:16]([NH:20][S:2]([C:13]1[CH:14]=[CH:15][C:10]([CH2:6][CH:7]([CH3:9])[CH3:8])=[CH:11][CH:12]=1)(=[O:5])=[O:3])([CH3:19])([CH3:18])[CH3:17]. The yield is 0.540. (9) The reactants are [Br:1][C:2]1[CH:3]=[C:4]([S:19](Cl)(=[O:21])=[O:20])[C:5]([C:8]2[C:9]([S:15](Cl)(=[O:17])=[O:16])=[CH:10][C:11]([Br:14])=[CH:12][CH:13]=2)=[CH:6][CH:7]=1.[Cl-].[Al+3].[Cl-].[Cl-].[CH:27]1[CH:32]=[CH:31][CH:30]=[CH:29][CH:28]=1.Cl. The catalyst is [N+](C)([O-])=O. The product is [C:27]1([S:19]([C:4]2[CH:3]=[C:2]([Br:1])[CH:7]=[CH:6][C:5]=2[C:8]2[CH:13]=[CH:12][C:11]([Br:14])=[CH:10][C:9]=2[S:15]([C:2]2[CH:3]=[CH:4][CH:5]=[CH:6][CH:7]=2)(=[O:17])=[O:16])(=[O:21])=[O:20])[CH:32]=[CH:31][CH:30]=[CH:29][CH:28]=1. The yield is 0.740.